This data is from Forward reaction prediction with 1.9M reactions from USPTO patents (1976-2016). The task is: Predict the product of the given reaction. (1) The product is: [OH:4][CH:1]1[O:5][CH2:12][CH2:11][N:10]([CH2:9][C:8]2[CH:14]=[CH:15][CH:16]=[CH:17][C:7]=2[Cl:6])[C:2]1=[O:3]. Given the reactants [C:1]([OH:5])(=[O:4])[CH:2]=[O:3].[Cl:6][C:7]1[CH:17]=[CH:16][CH:15]=[CH:14][C:8]=1[CH2:9][NH:10][CH2:11][CH2:12]O.O, predict the reaction product. (2) Given the reactants [CH2:1]([N:8]1[CH:13]2[CH2:14][CH2:15][CH:9]1[CH2:10][C:11](=O)[CH2:12]2)[C:2]1[CH:7]=[CH:6][CH:5]=[CH:4][CH:3]=1.[Cl-].[NH2:18][OH:19].N1C=CC=CC=1, predict the reaction product. The product is: [CH2:1]([N:8]1[CH:13]2[CH2:14][CH2:15][CH:9]1[CH2:10][C:11](=[N:18][OH:19])[CH2:12]2)[C:2]1[CH:7]=[CH:6][CH:5]=[CH:4][CH:3]=1. (3) Given the reactants [C:1]([C:3]1[CH:7]=[CH:6][NH:5][CH:4]=1)#[N:2].[O:8]1CCC[CH2:9]1.C=O.[OH-].C([N+](CCCC)(CCCC)CCCC)CCC, predict the reaction product. The product is: [OH:8][CH2:9][N:5]1[CH:6]=[CH:7][C:3]([C:1]#[N:2])=[CH:4]1. (4) The product is: [OH:18][CH:19]1[CH2:20][N:21]([C:23]2[O:24][CH:25]=[C:26]([C:28](=[O:48])[NH:29][C@@H:30]3[CH2:34][CH2:33][N:32]([C:35]([O:37][CH2:38][C:39]4[CH:44]=[CH:43][C:42]([N+:45]([O-:47])=[O:46])=[CH:41][CH:40]=4)=[O:36])[CH2:31]3)[N:27]=2)[CH2:22]1. Given the reactants [Si]([O:18][CH:19]1[CH2:22][N:21]([C:23]2[O:24][CH:25]=[C:26]([C:28](=[O:48])[NH:29][C@@H:30]3[CH2:34][CH2:33][N:32]([C:35]([O:37][CH2:38][C:39]4[CH:44]=[CH:43][C:42]([N+:45]([O-:47])=[O:46])=[CH:41][CH:40]=4)=[O:36])[CH2:31]3)[N:27]=2)[CH2:20]1)(C(C)(C)C)(C1C=CC=CC=1)C1C=CC=CC=1.C(O)(=O)C.[F-].C([N+](CCCC)(CCCC)CCCC)CCC, predict the reaction product. (5) Given the reactants [Si:1]([O:18][CH2:19][C@H:20](O)[CH2:21][N:22]1[CH:26]=[CH:25][N:24]=[C:23]1[CH2:27][OH:28])([C:14]([CH3:17])([CH3:16])[CH3:15])([C:8]1[CH:13]=[CH:12][CH:11]=[CH:10][CH:9]=1)[C:2]1[CH:7]=[CH:6][CH:5]=[CH:4][CH:3]=1.O1CCCC1.[H-].[Na+].C(=O)(O)[O-].[Na+], predict the reaction product. The product is: [C:14]([Si:1]([O:18][CH2:19][C@@H:20]1[O:28][CH2:27][C:23]2=[N:24][CH:25]=[CH:26][N:22]2[CH2:21]1)([C:8]1[CH:9]=[CH:10][CH:11]=[CH:12][CH:13]=1)[C:2]1[CH:3]=[CH:4][CH:5]=[CH:6][CH:7]=1)([CH3:17])([CH3:15])[CH3:16]. (6) Given the reactants [CH3:1][O:2][C:3]1[CH:8]=[CH:7][CH:6]=[C:5]([O:9][CH3:10])[CH:4]=1.CN(CCN(C)C)C.C([Li])CCC.[C:24](OCC)(=[O:30])[C:25]([O:27][CH2:28][CH3:29])=[O:26].Cl, predict the reaction product. The product is: [CH3:1][O:2][C:3]1[CH:8]=[CH:7][CH:6]=[C:5]([O:9][CH3:10])[C:4]=1[C:24](=[O:30])[C:25]([O:27][CH2:28][CH3:29])=[O:26].